From a dataset of Drug-target binding data from BindingDB using IC50 measurements. Regression. Given a target protein amino acid sequence and a drug SMILES string, predict the binding affinity score between them. We predict pIC50 (pIC50 = -log10(IC50 in M); higher means more potent). Dataset: bindingdb_ic50. The small molecule is CCN(CC)C(=O)[C@H]1CCC[C@H]2[C@@H]3CC[C@H]4N(C)C(=O)CC[C@]4(C)[C@H]3CC[C@]12C. The target protein (P15207) has sequence MEVQLGLGRVYPRPPSKTYRGAFQNLFQSVREAIQNPGPRHPEAASIAPPGACLQQRQETSPRRRRRQQHPEDGSPQAHIRGTTGYLALEEEQQPSQQQSASEGHPESGCLPEPGAATAPGKGLPQQPPAPPDQDDSAAPSTLSLLGPTFPGLSSCSADIKDILSEAGTMQLLQQQQQQQQQQQQQQQQQQQQQQEVISEGSSSVRAREATGAPSSSKDSYLGGNSTISDSAKELCKAVSVSMGLGVEALEHLSPGEQLRGDCMYASLLGGPPAVRPTPCAPLAECKGLSLDEGPGKGTEETAEYSSFKGGYAKGLEGESLGCSGSSEAGSSGTLEIPSSLSLYKSGAVDEAAAYQNRDYYNFPLALSGPPHPPPPTHPHARIKLENPSDYGSAWAAAAAQCRYGDLASLHGGSVAGPSTGSPPATASSSWHTLFTAEEGQLYGPGGGGGSSSPSDAGPVAPYGYTRPPQGLASQEGDFSASEVWYPGGVVNRVPYPSPS.... The pIC50 is 5.2.